From a dataset of Full USPTO retrosynthesis dataset with 1.9M reactions from patents (1976-2016). Predict the reactants needed to synthesize the given product. (1) Given the product [Br:34][C:35]1[C:36]([O:53][C:54]([F:57])([F:56])[F:55])=[CH:37][C:38]2[O:51][C:44]3[C:43](=[CH:48][C:47]([I:49])=[CH:46][CH:45]=3)[C:41](=[O:42])[C:39]=2[CH:40]=1, predict the reactants needed to synthesize it. The reactants are: FC1C=CC(I)=CC=1C(Cl)=O.BrC1C=CC(OC)=CC=1OC(F)(F)F.ClCCCl.[Cl-].[Al+3].[Cl-].[Cl-].[Br:34][C:35]1[C:36]([O:53][C:54]([F:57])([F:56])[F:55])=[CH:37][C:38]([O:51]C)=[C:39]([C:41]([C:43]2[CH:48]=[C:47]([I:49])[CH:46]=[CH:45][C:44]=2F)=[O:42])[CH:40]=1.C(O)C.CO.C[O-].[Na+].C1C2C(=O)C3C(=CC=CC=3)OC=2C=CC=1. (2) Given the product [O:15]1[CH2:16][CH2:17][N:12]([CH2:11][CH2:10][CH2:9][NH:8][C:6]2[N:7]=[C:2]([C:33]([O:34][CH2:26][CH3:27])=[O:29])[CH:3]=[CH:4][C:5]=2[N+:18]([O-:20])=[O:19])[CH2:13][CH2:14]1, predict the reactants needed to synthesize it. The reactants are: Br[C:2]1[N:7]=[C:6]([NH:8][CH2:9][CH2:10][CH2:11][N:12]2[CH2:17][CH2:16][O:15][CH2:14][CH2:13]2)[C:5]([N+:18]([O-:20])=[O:19])=[CH:4][CH:3]=1.C(N([CH2:26][CH3:27])CC)C.[C]=[O:29].CN([CH:33]=[O:34])C. (3) Given the product [CH2:34]([C@@H:14]([CH2:13][CH2:12][C@H:8]([CH2:1][C:2]1[CH:7]=[CH:6][CH:5]=[CH:4][CH:3]=1)[C:9]([NH:42][C@H:43]1[C:48]([CH3:49])([CH3:50])[S:47][C@H:46]2[CH2:51][CH2:52][CH2:53][N:45]2[C:44]1=[O:54])=[O:10])[C:15]([NH:17][C@H:18]1[CH2:24][CH2:23][S:22][C@H:21]2[CH2:25][CH2:26][CH2:27][C@@H:28]([C:29]([O:31][CH3:32])=[O:30])[N:20]2[C:19]1=[O:33])=[O:16])[C:35]1[CH:40]=[CH:39][CH:38]=[CH:37][CH:36]=1, predict the reactants needed to synthesize it. The reactants are: [CH2:1]([C@@H:8]([CH2:12][CH2:13][C@H:14]([CH2:34][C:35]1[CH:40]=[CH:39][CH:38]=[CH:37][CH:36]=1)[C:15]([NH:17][C@H:18]1[CH2:24][CH2:23][S:22][C@H:21]2[CH2:25][CH2:26][CH2:27][C@@H:28]([C:29]([O:31][CH3:32])=[O:30])[N:20]2[C:19]1=[O:33])=[O:16])[C:9](O)=[O:10])[C:2]1[CH:7]=[CH:6][CH:5]=[CH:4][CH:3]=1.Cl.[NH2:42][C@H:43]1[C:48]([CH3:50])([CH3:49])[S:47][C@H:46]2[CH2:51][CH2:52][CH2:53][N:45]2[C:44]1=[O:54]. (4) Given the product [C:16]1([C:14]2[O:15][C:11]3[CH2:10][CH:9]([C:7]([CH:5]4[CH2:6][CH:4]4[C:1]([OH:3])=[O:2])=[O:8])[CH2:23][CH2:22][C:12]=3[N:13]=2)[CH:17]=[CH:18][CH:19]=[CH:20][CH:21]=1, predict the reactants needed to synthesize it. The reactants are: [C:1]([CH:4]1[CH2:6][CH:5]1[C:7]([C:9]1(C(OCC)=O)[CH2:23][CH2:22][C:12]2[N:13]=[C:14]([C:16]3[CH:21]=[CH:20][CH:19]=[CH:18][CH:17]=3)[O:15][C:11]=2[CH2:10]1)=[O:8])([OH:3])=[O:2].Cl. (5) Given the product [C:2]([C:7]1[CH:8]=[C:9]([C:13]([O:15][CH2:16][CH3:17])=[O:14])[NH:10][C:11]=1[CH3:12])#[N:3], predict the reactants needed to synthesize it. The reactants are: [Cu](C#N)[C:2]#[N:3].Br[C:7]1[CH:8]=[C:9]([C:13]([O:15][CH2:16][CH3:17])=[O:14])[NH:10][C:11]=1[CH3:12].